The task is: Predict the reactants needed to synthesize the given product.. This data is from Full USPTO retrosynthesis dataset with 1.9M reactions from patents (1976-2016). (1) Given the product [Br:16][C:13]1[CH:12]=[C:11]2[C:10](=[CH:15][CH:14]=1)[N:9]=[CH:8][C:7]([C:20]#[N:21])=[C:17]2[CH3:18], predict the reactants needed to synthesize it. The reactants are: C(OC(=O)[C:7]([C:20]#[N:21])=[CH:8][NH:9][C:10]1[CH:15]=[CH:14][C:13]([Br:16])=[CH:12][C:11]=1[C:17](=O)[CH3:18])(C)(C)C.CC([O-])(C)C.[K+].C(O)(C)(C)C. (2) Given the product [ClH:41].[CH2:19]([O:18][C:16]([NH:15][C:12]1([CH2:21][N:22]2[CH2:27][CH2:26][N:25]([S:28]([C:31]3[CH:40]=[CH:39][C:38]4[C:33](=[CH:34][CH:35]=[C:36]([Cl:41])[CH:37]=4)[CH:32]=3)(=[O:29])=[O:30])[CH2:24][C:23]2=[O:42])[CH2:13][CH2:14][NH:9][CH2:10][CH2:11]1)=[O:17])[CH3:20], predict the reactants needed to synthesize it. The reactants are: Cl.C(OC([N:9]1[CH2:14][CH2:13][C:12]([CH2:21][N:22]2[CH2:27][CH2:26][N:25]([S:28]([C:31]3[CH:40]=[CH:39][C:38]4[C:33](=[CH:34][CH:35]=[C:36]([Cl:41])[CH:37]=4)[CH:32]=3)(=[O:30])=[O:29])[CH2:24][C:23]2=[O:42])([NH:15][C:16]([O:18][CH2:19][CH3:20])=[O:17])[CH2:11][CH2:10]1)=O)(C)(C)C. (3) Given the product [NH2:1][C:2]1[C:3]([Cl:16])=[CH:4][C:5]([CH:10]([CH2:12][C:13](=[O:15])[CH3:14])[CH3:11])=[C:6]([CH:9]=1)[C:7]#[N:8], predict the reactants needed to synthesize it. The reactants are: [NH2:1][C:2]1[C:3]([Cl:16])=[CH:4][C:5](/[C:10](=[CH:12]/[C:13](=[O:15])[CH3:14])/[CH3:11])=[C:6]([CH:9]=1)[C:7]#[N:8].C(O)(=O)C. (4) Given the product [CH2:12]([C:1]1[CH:6]=[CH:5][C:4]([O:7][CH2:8][C:9]([Cl:11])=[O:10])=[CH:3][CH:2]=1)[CH3:13], predict the reactants needed to synthesize it. The reactants are: [C:1]1([CH3:12])[CH:6]=[CH:5][C:4]([O:7][CH2:8][C:9]([Cl:11])=[O:10])=[CH:3][CH:2]=1.[CH2:13](C1C=CC(OCC(O)=O)=CC=1)C.O=S(Cl)Cl. (5) Given the product [Cl:18][C:19]1[CH:24]=[CH:23][C:22]([C:25]2[CH:26]=[C:27]([F:33])[C:28]([C:31]#[C:32][C:2]3[CH:17]=[CH:16][C:5]([O:6][CH2:7][CH2:8][N:9]4[CH2:14][CH2:13][CH:12]([CH3:15])[CH2:11][CH2:10]4)=[CH:4][CH:3]=3)=[N:29][CH:30]=2)=[CH:21][CH:20]=1, predict the reactants needed to synthesize it. The reactants are: I[C:2]1[CH:17]=[CH:16][C:5]([O:6][CH2:7][CH2:8][N:9]2[CH2:14][CH2:13][CH:12]([CH3:15])[CH2:11][CH2:10]2)=[CH:4][CH:3]=1.[Cl:18][C:19]1[CH:24]=[CH:23][C:22]([C:25]2[CH:26]=[C:27]([F:33])[C:28]([C:31]#[CH:32])=[N:29][CH:30]=2)=[CH:21][CH:20]=1. (6) Given the product [N:1]1([S:6]([C:9]2[CH:10]=[C:11]([CH:15]=[CH:16][CH:17]=2)[C:12]([O:14][CH3:23])=[O:13])(=[O:7])=[O:8])[CH2:2][CH2:3][CH2:4][CH2:5]1, predict the reactants needed to synthesize it. The reactants are: [N:1]1([S:6]([C:9]2[CH:10]=[C:11]([CH:15]=[CH:16][CH:17]=2)[C:12]([OH:14])=[O:13])(=[O:8])=[O:7])[CH2:5][CH2:4][CH2:3][CH2:2]1.S(=O)(=O)(O)O.[CH3:23]O. (7) The reactants are: S([O:6][CH3:7])(OC)(=O)=O.[CH2:8]([O:10][C:11]([C:13]1[N:14]=[N:15][N:16]([CH2:19][C:20]2[CH:25]=[C:24]([C:26]([F:29])([F:28])[F:27])[CH:23]=[C:22]([C:30]([F:33])([F:32])[F:31])[CH:21]=2)[C:17]=1O)=[O:12])[CH3:9].C(=O)([O-])[O-].[K+].[K+]. Given the product [CH2:8]([O:10][C:11]([C:13]1[N:14]=[N:15][N:16]([CH2:19][C:20]2[CH:21]=[C:22]([C:30]([F:31])([F:32])[F:33])[CH:23]=[C:24]([C:26]([F:29])([F:28])[F:27])[CH:25]=2)[C:17]=1[O:6][CH3:7])=[O:12])[CH3:9], predict the reactants needed to synthesize it. (8) Given the product [C:1]1([S:7]([N:10]2[C:14]3=[N:15][CH:16]=[CH:17][CH:18]=[C:13]3[CH:12]=[C:11]2[CH:52]([OH:53])[CH2:51][CH:48]2[CH2:49][CH2:50][O:45][CH2:46][CH2:47]2)(=[O:9])=[O:8])[CH:2]=[CH:3][CH:4]=[CH:5][CH:6]=1, predict the reactants needed to synthesize it. The reactants are: [C:1]1([S:7]([N:10]2[C:14]3=[N:15][CH:16]=[CH:17][CH:18]=[C:13]3[CH:12]=[CH:11]2)(=[O:9])=[O:8])[CH:6]=[CH:5][CH:4]=[CH:3][CH:2]=1.C([N-]C(C)C)(C)C.[Li+].C([Li])CCC.CCCCCC.C(NC(C)C)(C)C.[O:45]1[CH2:50][CH2:49][CH:48]([CH2:51][CH:52]=[O:53])[CH2:47][CH2:46]1.